This data is from Full USPTO retrosynthesis dataset with 1.9M reactions from patents (1976-2016). The task is: Predict the reactants needed to synthesize the given product. Given the product [NH2:22][C:10]1[CH:11]=[C:12]([NH:15][C:16](=[O:21])[C:17]([CH3:19])([CH3:18])[CH3:20])[CH:13]=[CH:14][C:9]=1[NH:8][CH2:7][CH:1]1[CH2:6][CH2:5][CH2:4][CH2:3][CH2:2]1, predict the reactants needed to synthesize it. The reactants are: [CH:1]1([CH2:7][NH:8][C:9]2[CH:14]=[CH:13][C:12]([NH:15][C:16](=[O:21])[C:17]([CH3:20])([CH3:19])[CH3:18])=[CH:11][C:10]=2[N+:22]([O-])=O)[CH2:6][CH2:5][CH2:4][CH2:3][CH2:2]1.